Dataset: Full USPTO retrosynthesis dataset with 1.9M reactions from patents (1976-2016). Task: Predict the reactants needed to synthesize the given product. (1) The reactants are: [NH2:1][C:2]1[CH:12]=[CH:11][C:10]([C:13]#[N:14])=[CH:9][C:3]=1[C:4]([O:6][CH2:7]C)=[O:5].[C:15]1(=O)[CH2:18][CH2:17][CH2:16]1.C(O)(=O)C.C(O[BH-](OC(=O)C)OC(=O)C)(=O)C.[Na+].C([O-])(O)=O.[Na+]. Given the product [C:13]([C:10]1[CH:11]=[CH:12][C:2]([NH:1][CH:15]2[CH2:18][CH2:17][CH2:16]2)=[C:3]([CH:9]=1)[C:4]([O:6][CH3:7])=[O:5])#[N:14], predict the reactants needed to synthesize it. (2) Given the product [Cl:11][C:12]1[CH:13]=[CH:14][C:15]([NH:16][C:17]2[C:26]3[C:21](=[CH:22][CH:23]=[CH:24][CH:25]=3)[C:20]([CH:27]([C:28]3[CH:33]=[CH:32][N:31]=[CH:30][CH:29]=3)[F:36])=[N:19][N:18]=2)=[CH:34][CH:35]=1, predict the reactants needed to synthesize it. The reactants are: C[Si]([N-][Si](C)(C)C)(C)C.[K+].[Cl:11][C:12]1[CH:35]=[CH:34][C:15]([NH:16][C:17]2[C:26]3[C:21](=[CH:22][CH:23]=[CH:24][CH:25]=3)[C:20]([CH2:27][C:28]3[CH:33]=[CH:32][N:31]=[CH:30][CH:29]=3)=[N:19][N:18]=2)=[CH:14][CH:13]=1.[F:36]N1C(C)(C)C2C=CC=CC=2S1.C([O-])(O)=O.[Na+]. (3) Given the product [C:1]([C:5]1[CH:20]=[CH:19][CH:18]=[CH:17][C:6]=1[O:7][C:8]1[C:13]([NH2:14])=[CH:12][CH:11]=[CH:10][N:9]=1)([CH3:4])([CH3:2])[CH3:3], predict the reactants needed to synthesize it. The reactants are: [C:1]([C:5]1[CH:20]=[CH:19][CH:18]=[CH:17][C:6]=1[O:7][C:8]1[C:13]([N+:14]([O-])=O)=[CH:12][CH:11]=[CH:10][N:9]=1)([CH3:4])([CH3:3])[CH3:2]. (4) Given the product [CH3:7][CH:8]1[C:9](=[O:11])[CH2:10][C:14](=[O:16])[CH2:13][O:12]1, predict the reactants needed to synthesize it. The reactants are: CC(C)([O-])C.[K+].[CH3:7][CH:8]([O:12][CH2:13][C:14]([O:16]C)=O)[C:9](=[O:11])[CH3:10]. (5) Given the product [CH3:1][O:2][C:3](=[O:17])[C:4]1[CH:9]=[CH:8][CH:7]=[C:6]([C:10]2[CH:15]=[CH:14][N:13]=[C:12]([CH2:16][O:17][C:3](=[O:2])[CH3:4])[CH:11]=2)[CH:5]=1, predict the reactants needed to synthesize it. The reactants are: [CH3:1][O:2][C:3](=[O:17])[C:4]1[CH:9]=[CH:8][CH:7]=[C:6]([C:10]2[CH:15]=[CH:14][N:13]=[C:12]([CH3:16])[CH:11]=2)[CH:5]=1.OO. (6) Given the product [C:12]([C:14]1[C:19]2[N:20]=[C:21]([C:23]([N:25]([CH2:27][CH2:28][O:29][CH3:30])[CH3:26])=[O:24])[O:22][C:18]=2[C:17]([N:9]2[CH2:10][CH2:11][C@H:7]([NH:6][CH3:5])[CH2:8]2)=[C:16]([C:32]2[CH:33]=[CH:34][CH:35]=[CH:36][CH:37]=2)[C:15]=1[CH3:38])#[N:13], predict the reactants needed to synthesize it. The reactants are: CS(C)=O.[CH3:5][NH:6][C@H:7]1[CH2:11][CH2:10][NH:9][CH2:8]1.[C:12]([C:14]1[C:19]2[N:20]=[C:21]([C:23]([N:25]([CH2:27][CH2:28][O:29][CH3:30])[CH3:26])=[O:24])[O:22][C:18]=2[C:17](F)=[C:16]([C:32]2[CH:37]=[CH:36][CH:35]=[CH:34][CH:33]=2)[C:15]=1[CH3:38])#[N:13].C(N(CC)CC)C.